This data is from Forward reaction prediction with 1.9M reactions from USPTO patents (1976-2016). The task is: Predict the product of the given reaction. Given the reactants [CH:1]1([CH2:4][C@@H:5]2[NH:10][C:9](=[O:11])[C@H:8]([CH2:12][CH:13]([CH3:15])[CH3:14])[NH:7][CH2:6]2)[CH2:3][CH2:2]1.[F:16][C:17]1[CH:22]=[C:21]([F:23])[CH:20]=[CH:19][C:18]=1[C:24]1[O:28][N:27]=[C:26]([C:29](O)=[O:30])[CH:25]=1.C([C@@H]1N(C([C@@H]2C[C@H]2C2C=CC=CC=2)=O)C[C@H](CC(C)C)NC1=O)C(C)C, predict the reaction product. The product is: [CH:1]1([CH2:4][C@@H:5]2[NH:10][C:9](=[O:11])[C@H:8]([CH2:12][CH:13]([CH3:15])[CH3:14])[N:7]([C:29]([C:26]3[CH:25]=[C:24]([C:18]4[CH:19]=[CH:20][C:21]([F:23])=[CH:22][C:17]=4[F:16])[O:28][N:27]=3)=[O:30])[CH2:6]2)[CH2:2][CH2:3]1.